From a dataset of Full USPTO retrosynthesis dataset with 1.9M reactions from patents (1976-2016). Predict the reactants needed to synthesize the given product. (1) The reactants are: C(O)(=O)[C@H](C1C=CC=CC=1)O.[CH2:12]([O:16][C:17]([C@:19]1([NH2:24])[CH2:23][CH2:22][O:21][CH2:20]1)=[O:18])[CH2:13][CH2:14][CH3:15].C([O-])(O)=O.[Na+].[CH3:30][C:31]([O:34][C:35](O[C:35]([O:34][C:31]([CH3:33])([CH3:32])[CH3:30])=[O:36])=[O:36])([CH3:33])[CH3:32]. Given the product [CH2:12]([O:16][C:17]([C@:19]1([NH:24][C:35]([O:34][C:31]([CH3:33])([CH3:32])[CH3:30])=[O:36])[CH2:23][CH2:22][O:21][CH2:20]1)=[O:18])[CH2:13][CH2:14][CH3:15], predict the reactants needed to synthesize it. (2) Given the product [I:1][C:2]1[CH:11]=[N:10][C:5]2[NH:6][CH2:7][CH2:8][N:9]([C:19](=[O:20])[CH2:18][C:12]3[CH:17]=[CH:16][CH:15]=[CH:14][CH:13]=3)[C:4]=2[CH:3]=1, predict the reactants needed to synthesize it. The reactants are: [I:1][C:2]1[CH:11]=[N:10][C:5]2[NH:6][CH2:7][CH2:8][NH:9][C:4]=2[CH:3]=1.[C:12]1([CH2:18][C:19](Cl)=[O:20])[CH:17]=[CH:16][CH:15]=[CH:14][CH:13]=1. (3) Given the product [CH2:2]([C@@H:9]1[CH2:14][N:13]([CH2:15][C:16]2[CH:17]=[CH:18][CH:19]=[CH:20][CH:21]=2)[CH2:12][CH2:11][N:10]1[C:22]([C:24]1[CH:28]=[CH:27][N:26]([CH2:29][C:30]([NH:39][CH2:40][CH2:41][CH2:42][CH2:43][OH:44])=[O:31])[C:25]=1[C:33]1[CH:38]=[CH:37][CH:36]=[CH:35][CH:34]=1)=[O:23])[C:3]1[CH:4]=[CH:5][CH:6]=[CH:7][CH:8]=1, predict the reactants needed to synthesize it. The reactants are: Cl.[CH2:2]([C@@H:9]1[CH2:14][N:13]([CH2:15][C:16]2[CH:21]=[CH:20][CH:19]=[CH:18][CH:17]=2)[CH2:12][CH2:11][N:10]1[C:22]([C:24]1[CH:28]=[CH:27][N:26]([CH2:29][C:30](O)=[O:31])[C:25]=1[C:33]1[CH:38]=[CH:37][CH:36]=[CH:35][CH:34]=1)=[O:23])[C:3]1[CH:8]=[CH:7][CH:6]=[CH:5][CH:4]=1.[NH2:39][CH2:40][CH2:41][CH2:42][CH2:43][OH:44].CCN=C=NCCCN(C)C.Cl.C1C=CC2N(O)N=NC=2C=1.C(=O)(O)[O-].[Na+]. (4) The reactants are: [Cl:1][C:2]1[CH:3]=[CH:4][C:5]([OH:18])=[C:6]([C:8]2[CH:9]=[CH:10][C:11]3[O:15][C:14](=[O:16])[NH:13][C:12]=3[CH:17]=2)[CH:7]=1.C(=O)([O-])[O-].[K+].[K+].[CH3:25][O:26][C:27]1[CH:51]=[C:50]([O:52][CH3:53])[CH:49]=[CH:48][C:28]=1[CH2:29][N:30]([C:42]1[N:47]=[CH:46][CH:45]=[CH:44][N:43]=1)[S:31]([C:34]1[CH:39]=[CH:38][C:37](F)=[C:36]([F:41])[CH:35]=1)(=[O:33])=[O:32]. Given the product [Cl:1][C:2]1[CH:3]=[CH:4][C:5]([O:18][C:37]2[CH:38]=[CH:39][C:34]([S:31]([N:30]([CH2:29][C:28]3[CH:48]=[CH:49][C:50]([O:52][CH3:53])=[CH:51][C:27]=3[O:26][CH3:25])[C:42]3[N:43]=[CH:44][CH:45]=[CH:46][N:47]=3)(=[O:32])=[O:33])=[CH:35][C:36]=2[F:41])=[C:6]([C:8]2[CH:9]=[CH:10][C:11]3[O:15][C:14](=[O:16])[NH:13][C:12]=3[CH:17]=2)[CH:7]=1, predict the reactants needed to synthesize it. (5) Given the product [CH3:25][O:24][C:21]1[N:22]=[CH:23][C:18]2[CH:17]=[C:16]([C:14]([NH:13][C:8]3[CH:7]=[C:6]([CH:11]=[CH:10][C:9]=3[CH3:12])[C:5]([OH:29])=[O:4])=[O:15])[C:27](=[O:28])[NH:26][C:19]=2[N:20]=1, predict the reactants needed to synthesize it. The reactants are: [OH-].[Na+].C[O:4][C:5](=[O:29])[C:6]1[CH:11]=[CH:10][C:9]([CH3:12])=[C:8]([NH:13][C:14]([C:16]2[C:27](=[O:28])[NH:26][C:19]3[N:20]=[C:21]([O:24][CH3:25])[N:22]=[CH:23][C:18]=3[CH:17]=2)=[O:15])[CH:7]=1.